This data is from PAMPA (Parallel Artificial Membrane Permeability Assay) permeability data from NCATS. The task is: Regression/Classification. Given a drug SMILES string, predict its absorption, distribution, metabolism, or excretion properties. Task type varies by dataset: regression for continuous measurements (e.g., permeability, clearance, half-life) or binary classification for categorical outcomes (e.g., BBB penetration, CYP inhibition). Dataset: pampa_ncats. (1) The compound is CC1=CC2=C(N=C(C=C2N1)C3=C(ON=C3C)C)C4=C(C(=CC=C4)OC)OC. The result is 1 (high permeability). (2) The drug is COC1=CC(=CC(=N1)OC)C2=NC3=CC=CC=C3C(=N2)NC4=CC(=C(C=C4)F)F. The result is 1 (high permeability). (3) The drug is C1=CC=C2C(=C1)C(=NC(=N2)C3=CC(=NC=C3)N)NC4=CC(=C(C=C4)F)F. The result is 1 (high permeability).